Dataset: Forward reaction prediction with 1.9M reactions from USPTO patents (1976-2016). Task: Predict the product of the given reaction. The product is: [CH3:1][O:2][C:3]1[CH:4]=[C:5]2[C:9](=[C:10]([O:14][CH3:15])[C:11]=1[O:12][CH3:13])[NH:8][C:7]([C:16]([OH:18])=[O:17])=[CH:6]2. Given the reactants [CH3:1][O:2][C:3]1[CH:4]=[C:5]2[C:9](=[C:10]([O:14][CH3:15])[C:11]=1[O:12][CH3:13])[NH:8][C:7]([C:16]([O:18]C)=[O:17])=[CH:6]2.[OH-].[K+], predict the reaction product.